This data is from Reaction yield outcomes from USPTO patents with 853,638 reactions. The task is: Predict the reaction yield, written as a fraction of the theoretical maximum amount of product (1.0 means a 100% yield; for example, 0.34 means a 34% yield). The reactants are Br[C:2]1[CH:7]=[CH:6][C:5]([CH:8]([OH:13])[C:9]([F:12])([F:11])[F:10])=[CH:4][CH:3]=1.[C:14]1([CH3:23])[CH:19]=[CH:18][CH:17]=[C:16](B(O)O)[CH:15]=1.C([O-])([O-])=O.[K+].[K+].CCO. The catalyst is [Pd].C(Cl)Cl.O. The product is [F:10][C:9]([F:12])([F:11])[CH:8]([C:5]1[CH:6]=[CH:7][CH:2]=[CH:3][C:4]=1[C:16]1[CH:17]=[CH:18][CH:19]=[C:14]([CH3:23])[CH:15]=1)[OH:13]. The yield is 0.720.